From a dataset of Full USPTO retrosynthesis dataset with 1.9M reactions from patents (1976-2016). Predict the reactants needed to synthesize the given product. The reactants are: [C:1]([C:4]1[S:8][C:7]([N:9]2[C:13]3[CH:14]=[C:15]([C:18]([OH:20])=O)[CH:16]=[CH:17][C:12]=3[N:11]=[CH:10]2)=[N:6][C:5]=1[C:21]1[CH:26]=[CH:25][CH:24]=[C:23]([Cl:27])[CH:22]=1)(=[O:3])[NH2:2].[NH2:28][CH:29]1[CH2:34][CH2:33][NH:32][CH2:31][CH2:30]1.[CH3:35]N(C(N(C)C)=[N+]1C2C(=NC=CC=2)N=N1)C.F[P-](F)(F)(F)(F)F. Given the product [CH3:35][N:32]1[CH2:33][CH2:34][CH:29]([NH:28][C:18]([C:15]2[CH:16]=[CH:17][C:12]3[N:11]=[CH:10][N:9]([C:7]4[S:8][C:4]([C:1](=[O:3])[NH2:2])=[C:5]([C:21]5[CH:26]=[CH:25][CH:24]=[C:23]([Cl:27])[CH:22]=5)[N:6]=4)[C:13]=3[CH:14]=2)=[O:20])[CH2:30][CH2:31]1, predict the reactants needed to synthesize it.